Regression. Given two drug SMILES strings and cell line genomic features, predict the synergy score measuring deviation from expected non-interaction effect. From a dataset of NCI-60 drug combinations with 297,098 pairs across 59 cell lines. (1) Drug 1: CC1=CC2C(CCC3(C2CCC3(C(=O)C)OC(=O)C)C)C4(C1=CC(=O)CC4)C. Drug 2: CC1=C(C(=O)C2=C(C1=O)N3CC4C(C3(C2COC(=O)N)OC)N4)N. Cell line: ACHN. Synergy scores: CSS=32.7, Synergy_ZIP=-1.34, Synergy_Bliss=-1.30, Synergy_Loewe=-46.8, Synergy_HSA=-1.10. (2) Drug 1: CC1=C(C=C(C=C1)NC2=NC=CC(=N2)N(C)C3=CC4=NN(C(=C4C=C3)C)C)S(=O)(=O)N.Cl. Drug 2: CC1=C2C(C(=O)C3(C(CC4C(C3C(C(C2(C)C)(CC1OC(=O)C(C(C5=CC=CC=C5)NC(=O)C6=CC=CC=C6)O)O)OC(=O)C7=CC=CC=C7)(CO4)OC(=O)C)O)C)OC(=O)C. Cell line: SF-295. Synergy scores: CSS=37.7, Synergy_ZIP=4.21, Synergy_Bliss=10.3, Synergy_Loewe=12.6, Synergy_HSA=12.3. (3) Drug 1: C1=CC(=CC=C1CC(C(=O)O)N)N(CCCl)CCCl.Cl. Drug 2: C1=NC(=NC(=O)N1C2C(C(C(O2)CO)O)O)N. Cell line: NCI/ADR-RES. Synergy scores: CSS=16.6, Synergy_ZIP=3.30, Synergy_Bliss=8.38, Synergy_Loewe=5.42, Synergy_HSA=6.41. (4) Drug 1: COC1=NC(=NC2=C1N=CN2C3C(C(C(O3)CO)O)O)N. Drug 2: C1CNP(=O)(OC1)N(CCCl)CCCl. Cell line: SF-268. Synergy scores: CSS=0.783, Synergy_ZIP=2.46, Synergy_Bliss=5.12, Synergy_Loewe=1.84, Synergy_HSA=1.94. (5) Drug 1: C1=CC(=CC=C1CCCC(=O)O)N(CCCl)CCCl. Drug 2: CCCCCOC(=O)NC1=NC(=O)N(C=C1F)C2C(C(C(O2)C)O)O. Cell line: COLO 205. Synergy scores: CSS=31.1, Synergy_ZIP=-0.481, Synergy_Bliss=-0.751, Synergy_Loewe=-13.7, Synergy_HSA=-1.61.